Dataset: Forward reaction prediction with 1.9M reactions from USPTO patents (1976-2016). Task: Predict the product of the given reaction. (1) Given the reactants O1[C:5]2([CH2:10][CH2:9][C:8]([C:11]3[CH:16]=[CH:15][CH:14]=[CH:13][C:12]=3[CH2:17][OH:18])=[CH:7][CH2:6]2)[O:4]CC1.C(O)(C(F)(F)F)=O, predict the reaction product. The product is: [C:8]12([CH2:9][CH2:10][C:5](=[O:4])[CH2:6][CH2:7]1)[C:11]1[C:12](=[CH:13][CH:14]=[CH:15][CH:16]=1)[CH2:17][O:18]2. (2) Given the reactants N[CH2:2][CH2:3][CH2:4][N:5]1[C:14]2[C:9](=[CH:10][CH:11]=[CH:12][CH:13]=2)[CH2:8][CH:7]([CH2:15][N:16]2[CH2:21][CH2:20][C:19]3([C:29]4[C:24](=[CH:25][CH:26]=[CH:27][CH:28]=4)[CH2:23][CH2:22]3)[CH2:18][CH2:17]2)[C:6]1=[O:30].[C:31]([BH3-])#[N:32].[Na+].[C:35](#N)C, predict the reaction product. The product is: [CH3:35][N:32]([CH3:31])[CH2:2][CH2:3][CH2:4][N:5]1[C:14]2[C:9](=[CH:10][CH:11]=[CH:12][CH:13]=2)[CH2:8][CH:7]([CH2:15][N:16]2[CH2:21][CH2:20][C:19]3([C:29]4[C:24](=[CH:25][CH:26]=[CH:27][CH:28]=4)[CH2:23][CH2:22]3)[CH2:18][CH2:17]2)[C:6]1=[O:30]. (3) Given the reactants N#N.[NH:3]1[C:7]2[CH:8]=[CH:9][CH:10]=[CH:11][C:6]=2[N:5]=[C:4]1[CH:12]([NH:24]C(=O)OC(C)(C)C)[CH2:13][C:14]1[CH:19]=[C:18]([F:20])[C:17]([O:21][CH3:22])=[CH:16][C:15]=1[F:23].Cl, predict the reaction product. The product is: [NH:3]1[C:7]2[CH:8]=[CH:9][CH:10]=[CH:11][C:6]=2[N:5]=[C:4]1[CH:12]([NH2:24])[CH2:13][C:14]1[CH:19]=[C:18]([F:20])[C:17]([O:21][CH3:22])=[CH:16][C:15]=1[F:23]. (4) Given the reactants [CH2:1]([C:3]1[CH:9]=[C:8]([C:10]([F:19])([C:15]([F:18])([F:17])[F:16])[C:11]([F:14])([F:13])[F:12])[CH:7]=[C:6]([CH3:20])[C:4]=1[NH2:5])[CH3:2].N1C=CC=CC=1.[C:27]([C:29]1[CH:37]=[CH:36][C:32]([C:33](Cl)=[O:34])=[CH:31][C:30]=1[CH3:38])#[N:28], predict the reaction product. The product is: [C:27]([C:29]1[CH:37]=[CH:36][C:32]([C:33]([NH:5][C:4]2[C:6]([CH3:20])=[CH:7][C:8]([C:10]([F:19])([C:11]([F:14])([F:13])[F:12])[C:15]([F:16])([F:17])[F:18])=[CH:9][C:3]=2[CH2:1][CH3:2])=[O:34])=[CH:31][C:30]=1[CH3:38])#[N:28]. (5) Given the reactants [H-].[Na+].O[C:4]1[CH:9]=[CH:8][C:7]([CH:10]2[CH2:15][CH2:14][C:13](=[O:16])[CH2:12][CH2:11]2)=[CH:6][CH:5]=1.[C:17]1(=[O:23])[CH2:22]CCCC1.P(=O)([O-])[O-].C1C[O:31][CH2:30][CH2:29]1, predict the reaction product. The product is: [OH:16][C:13]1[CH:14]=[CH:15][C:10]([CH:7]2[CH2:8][CH2:9][C:4](=[CH:29][C:30]([O:23][CH2:17][CH3:22])=[O:31])[CH2:5][CH2:6]2)=[CH:11][CH:12]=1. (6) The product is: [CH:18]([C:2]1[CH:10]=[C:9]([O:11][CH3:12])[C:8]([O:13][CH3:14])=[CH:7][C:3]=1[C:4]([OH:6])=[O:5])=[O:19]. Given the reactants Br[C:2]1[CH:10]=[C:9]([O:11][CH3:12])[C:8]([O:13][CH3:14])=[CH:7][C:3]=1[C:4]([OH:6])=[O:5].CN([CH:18]=[O:19])C.C(Cl)Cl.CO, predict the reaction product. (7) Given the reactants Cl[C:2]1[N:7]=[CH:6][C:5]([C:8](=[O:10])[CH3:9])=[CH:4][CH:3]=1.[NH:11]1[CH2:16][CH2:15][NH:14][CH2:13][CH2:12]1, predict the reaction product. The product is: [N:11]1([C:2]2[N:7]=[CH:6][C:5]([C:8](=[O:10])[CH3:9])=[CH:4][CH:3]=2)[CH2:16][CH2:15][NH:14][CH2:13][CH2:12]1.